Task: Predict the product of the given reaction.. Dataset: Forward reaction prediction with 1.9M reactions from USPTO patents (1976-2016) (1) Given the reactants [OH:1][CH2:2][CH:3]1[CH2:12][N:7]2[CH2:8][CH2:9][NH:10][CH2:11][CH:6]2[CH2:5][CH2:4]1.C([Li])CCC.[CH3:18][O:19][C:20]1[CH:25]=[CH:24][CH:23]=[C:22](OC)[N:21]=1.Cl, predict the reaction product. The product is: [OH:1][CH2:2][CH:3]1[CH2:12][N:7]2[CH2:8][CH2:9][N:10]([C:22]3[CH:23]=[CH:24][CH:25]=[C:20]([O:19][CH3:18])[N:21]=3)[CH2:11][CH:6]2[CH2:5][CH2:4]1. (2) Given the reactants [F-].[Cs+].[CH3:3][O:4][C:5]1[CH:14]=[N:13][C:12]2[C:7](=[C:8]([O:15][Si](C(C)C)(C(C)C)C(C)C)[CH:9]=[CH:10][CH:11]=2)[N:6]=1, predict the reaction product. The product is: [CH3:3][O:4][C:5]1[CH:14]=[N:13][C:12]2[CH:11]=[CH:10][CH:9]=[C:8]([OH:15])[C:7]=2[N:6]=1. (3) Given the reactants [CH3:1][N:2]([CH3:26])[C:3]([C:5]1[C:6]2[CH2:7][CH2:8][CH:9]([C:20]3[CH:25]=[CH:24][CH:23]=[CH:22][CH:21]=3)[O:10][C:11]=2[C:12]2[N:16]=[C:15]([CH3:17])[N:14]([CH3:18])[C:13]=2[CH:19]=1)=[O:4].CCCCCCC.C(O)C.C(NCC)C, predict the reaction product. The product is: [CH3:26][N:2]([CH3:1])[C:3]([C:5]1[C:6]2[CH2:7][CH2:8][C@@H:9]([C:20]3[CH:21]=[CH:22][CH:23]=[CH:24][CH:25]=3)[O:10][C:11]=2[C:12]2[N:16]=[C:15]([CH3:17])[N:14]([CH3:18])[C:13]=2[CH:19]=1)=[O:4]. (4) Given the reactants [Br:1][C:2]1[CH:3]=[C:4]2[C:9](=[CH:10][CH:11]=1)[N:8]=[CH:7][CH:6]=[C:5]2Cl.[N:13]1([C:20]([O:22][C:23]([CH3:26])([CH3:25])[CH3:24])=[O:21])[CH2:19][CH2:18][CH2:17][NH:16][CH2:15][CH2:14]1.C([O-])([O-])=O.[K+].[K+].O, predict the reaction product. The product is: [Br:1][C:2]1[CH:3]=[C:4]2[C:9](=[CH:10][CH:11]=1)[N:8]=[CH:7][CH:6]=[C:5]2[N:16]1[CH2:17][CH2:18][CH2:19][N:13]([C:20]([O:22][C:23]([CH3:26])([CH3:25])[CH3:24])=[O:21])[CH2:14][CH2:15]1. (5) Given the reactants [OH:1][C:2]1[CH:3]=[C:4]([CH:9]=[CH:10][CH:11]=1)[C:5](OC)=O.S(C1C=CC(C)=CC=1)(O)(=O)=O.[NH2:23][CH2:24][CH2:25][NH2:26].[OH-].[Na+], predict the reaction product. The product is: [OH:1][C:2]1[CH:3]=[C:4]([C:5]2[NH:23][CH2:24][CH2:25][N:26]=2)[CH:9]=[CH:10][CH:11]=1. (6) Given the reactants C(OC(N1CCC([C:12]2[C:20]3[C:15](=[N:16][CH:17]=[CH:18][CH:19]=3)[N:14]([CH2:21][C:22]3[CH:26]=[CH:25][O:24][CH:23]=3)[CH:13]=2)CC1)=O)C.[OH-].[K+], predict the reaction product. The product is: [O:24]1[CH:25]=[CH:26][C:22]([CH2:21][N:14]2[C:15]3=[N:16][CH:17]=[CH:18][CH:19]=[C:20]3[C:12]([N:16]3[CH2:17][CH2:18][CH2:19][CH2:20][CH2:15]3)=[CH:13]2)=[CH:23]1. (7) Given the reactants [C:1]([O:5][C:6]([N:8]1[CH2:13][CH2:12][NH:11][CH2:10][C@@H:9]1[C:14]([OH:16])=[O:15])=[O:7])([CH3:4])([CH3:3])[CH3:2].C([O-])([O-])=O.[Na+].[Na+].[CH:23](I)([CH3:25])[CH3:24], predict the reaction product. The product is: [C:1]([O:5][C:6]([N:8]1[CH2:13][CH2:12][N:11]([CH:23]([CH3:25])[CH3:24])[CH2:10][C@@H:9]1[C:14]([OH:16])=[O:15])=[O:7])([CH3:4])([CH3:2])[CH3:3]. (8) Given the reactants [CH3:1][O:2][C:3]1[CH:13]=[CH:12][C:6]([CH:7]=[CH:8][C:9]([OH:11])=[O:10])=[CH:5][CH:4]=1.C1(N=C=NC2CCCCC2)CCCCC1.O[CH2:30][Si:31]([O:38][CH2:39][CH3:40])([O:35][CH2:36][CH3:37])[O:32][CH2:33][CH3:34], predict the reaction product. The product is: [CH2:36]([O:35][Si:31]([CH2:30][O:10][C:9](=[O:11])[CH:8]=[CH:7][C:6]1[CH:12]=[CH:13][C:3]([O:2][CH3:1])=[CH:4][CH:5]=1)([O:38][CH2:39][CH3:40])[O:32][CH2:33][CH3:34])[CH3:37]. (9) Given the reactants Br[CH2:2][C:3](Br)=[O:4].[CH2:6]([NH:8][CH2:9][CH3:10])[CH3:7].[NH2:11][C:12]1[CH:17]=[CH:16][C:15]([CH3:18])=[CH:14][CH:13]=1.[Br:19][C:20]1[CH:25]=[CH:24][C:23]([S:26](Cl)(=[O:28])=[O:27])=[CH:22][CH:21]=1, predict the reaction product. The product is: [Br:19][C:20]1[CH:25]=[CH:24][C:23]([S:26]([N:11]([C:12]2[CH:17]=[CH:16][C:15]([CH3:18])=[CH:14][CH:13]=2)[CH2:2][C:3]([N:8]([CH2:9][CH3:10])[CH2:6][CH3:7])=[O:4])(=[O:28])=[O:27])=[CH:22][CH:21]=1.